From a dataset of hERG Central: cardiac toxicity at 1µM, 10µM, and general inhibition. Predict hERG channel inhibition at various concentrations. (1) The compound is CCOC(=O)C1(CCc2ccccc2)CCN(Cc2c(O)cccc2OC)CC1. Results: hERG_inhib (hERG inhibition (general)): blocker. (2) The compound is CCOCC(=O)N1CCN(c2ccc([N+](=O)[O-])cc2)CC1. Results: hERG_inhib (hERG inhibition (general)): blocker.